Predict the reaction yield, written as a fraction of the theoretical maximum amount of product (1.0 means a 100% yield; for example, 0.34 means a 34% yield). From a dataset of Reaction yield outcomes from USPTO patents with 853,638 reactions. The reactants are [Cl:1][C:2]1[N:7]=[C:6]([CH:8](O)[CH3:9])[CH:5]=[CH:4][N:3]=1.C(N(S(F)(F)[F:17])CC)C. The catalyst is ClCCl. The product is [Cl:1][C:2]1[N:7]=[C:6]([CH:8]([F:17])[CH3:9])[CH:5]=[CH:4][N:3]=1. The yield is 0.490.